This data is from Forward reaction prediction with 1.9M reactions from USPTO patents (1976-2016). The task is: Predict the product of the given reaction. Given the reactants [Br:1][C:2]1[CH:3]=[CH:4][C:5]([F:10])=[C:6]([CH:9]=1)[CH:7]=O.[NH:11]1[CH2:16][CH2:15][O:14][CH2:13][CH2:12]1.C(O)(=O)C.[Na].C(=O)([O-])O.[Na+], predict the reaction product. The product is: [Br:1][C:2]1[CH:3]=[CH:4][C:5]([F:10])=[C:6]([CH:9]=1)[CH2:7][N:11]1[CH2:16][CH2:15][O:14][CH2:13][CH2:12]1.